From a dataset of Forward reaction prediction with 1.9M reactions from USPTO patents (1976-2016). Predict the product of the given reaction. (1) Given the reactants I[C:2]1[CH:3]=[C:4]([C:8]2[N:9]=[C:10]3[C:16]([C:17](=[O:22])[C:18]([CH3:21])([CH3:20])[CH3:19])=[CH:15][N:14](COCC[Si](C)(C)C)[C:11]3=[N:12][CH:13]=2)[CH:5]=[CH:6][CH:7]=1.C(OC([N:38]1[CH2:43][CH2:42][NH:41][CH2:40][C:39]1([CH3:45])[CH3:44])=O)(C)(C)C, predict the reaction product. The product is: [CH3:44][C:39]1([CH3:45])[NH:38][CH2:43][CH2:42][N:41]([C:2]2[CH:3]=[C:4]([C:8]3[N:9]=[C:10]4[C:16]([C:17](=[O:22])[C:18]([CH3:20])([CH3:19])[CH3:21])=[CH:15][NH:14][C:11]4=[N:12][CH:13]=3)[CH:5]=[CH:6][CH:7]=2)[CH2:40]1. (2) The product is: [C:1]([C:5]1[CH:6]=[CH:7][C:8]([C:11]2[C:19]3[C:14](=[CH:15][CH:16]=[CH:17][CH:18]=3)[NH:13][C:12]=2[C:20]([O:22][CH2:23][C:24]2[CH:32]=[CH:33][CH:28]=[CH:29][CH:30]=2)=[O:21])=[CH:9][CH:10]=1)([CH3:4])([CH3:2])[CH3:3]. Given the reactants [C:1]([C:5]1[CH:10]=[CH:9][C:8]([C:11]2[C:19]3[C:14](=[CH:15][CH:16]=[CH:17][CH:18]=3)[NH:13][C:12]=2[C:20]([O:22][CH2:23][CH3:24])=[O:21])=[CH:7][CH:6]=1)([CH3:4])([CH3:3])[CH3:2].[OH-].[K+].C(Br)[C:28]1[CH:33]=[CH:32]C=[CH:30][CH:29]=1.CCOC(C)=O, predict the reaction product. (3) Given the reactants Br[C:2]1[CH:7]=[CH:6][C:5]([C:8]2[CH:13]=[CH:12][C:11]([CH2:14][CH2:15][CH3:16])=[CH:10][CH:9]=2)=[CH:4][CH:3]=1.[NH2:17][C:18]1[N:19]([CH3:24])[N:20]=[CH:21][C:22]=1[Br:23].CC(C)([O-])C.[Na+].C1C=CC(P(C2C(C3C(P(C4C=CC=CC=4)C4C=CC=CC=4)=CC=C4C=3C=CC=C4)=C3C(C=CC=C3)=CC=2)C2C=CC=CC=2)=CC=1, predict the reaction product. The product is: [Br:23][C:22]1[CH:21]=[N:20][N:19]([CH3:24])[C:18]=1[NH:17][C:2]1[CH:7]=[CH:6][C:5]([C:8]2[CH:13]=[CH:12][C:11]([CH2:14][CH2:15][CH3:16])=[CH:10][CH:9]=2)=[CH:4][CH:3]=1. (4) Given the reactants Br[CH2:2][C:3]1[N:7]([CH3:8])[N:6]([C:9]2[CH:14]=[CH:13][C:12]([O:15][C:16]([F:19])([F:18])[F:17])=[CH:11][CH:10]=2)[C:5](=[O:20])[C:4]=1[Cl:21].[C:22]1([CH2:28][CH2:29][CH2:30][CH:31]2[CH2:36][CH2:35][NH:34][CH2:33][CH2:32]2)[CH:27]=[CH:26][CH:25]=[CH:24][CH:23]=1.C(=O)([O-])[O-].[K+].[K+], predict the reaction product. The product is: [Cl:21][C:4]1[C:5](=[O:20])[N:6]([C:9]2[CH:14]=[CH:13][C:12]([O:15][C:16]([F:19])([F:18])[F:17])=[CH:11][CH:10]=2)[N:7]([CH3:8])[C:3]=1[CH2:2][N:34]1[CH2:35][CH2:36][CH:31]([CH2:30][CH2:29][CH2:28][C:22]2[CH:23]=[CH:24][CH:25]=[CH:26][CH:27]=2)[CH2:32][CH2:33]1. (5) Given the reactants [Br:1][C:2]1[CH:7]=[CH:6][C:5](I)=[CH:4][CH:3]=1.[CH:9]1[C:18]2[C:13](=[CH:14][CH:15]=[CH:16][CH:17]=2)[CH:12]=[CH:11][C:10]=1B(O)O.C1(C)C=CC=CC=1P(C1C=CC=CC=1C)C1C=CC=CC=1C.C(=O)([O-])[O-].[K+].[K+], predict the reaction product. The product is: [Br:1][C:2]1[CH:7]=[CH:6][C:5]([C:11]2[CH:10]=[CH:9][C:18]3[C:13](=[CH:14][CH:15]=[CH:16][CH:17]=3)[CH:12]=2)=[CH:4][CH:3]=1.